Dataset: Catalyst prediction with 721,799 reactions and 888 catalyst types from USPTO. Task: Predict which catalyst facilitates the given reaction. (1) Reactant: [CH2:1]([C:5]1[N:6]=[C:7]([CH3:34])[N:8]([C:27]2[CH:32]=[CH:31][CH:30]=[C:29]([OH:33])[CH:28]=2)[C:9](=[O:26])[C:10]=1[CH2:11][C:12]1[CH:17]=[CH:16][C:15]([C:18]2[C:19]([C:24]#[N:25])=[CH:20][CH:21]=[CH:22][CH:23]=2)=[CH:14][CH:13]=1)[CH2:2][CH2:3][CH3:4].Br[CH2:36][CH2:37][O:38][CH3:39].C(=O)([O-])[O-].[Cs+].[Cs+].C(OCC)(=O)C. Product: [CH2:1]([C:5]1[N:6]=[C:7]([CH3:34])[N:8]([C:27]2[CH:32]=[CH:31][CH:30]=[C:29]([O:33][CH2:36][CH2:37][O:38][CH3:39])[CH:28]=2)[C:9](=[O:26])[C:10]=1[CH2:11][C:12]1[CH:13]=[CH:14][C:15]([C:18]2[C:19]([C:24]#[N:25])=[CH:20][CH:21]=[CH:22][CH:23]=2)=[CH:16][CH:17]=1)[CH2:2][CH2:3][CH3:4]. The catalyst class is: 35. (2) Product: [C:1]1([CH:7]2[O:12][CH2:11][CH2:10][N:9]([C:13](=[O:19])[CH2:14][CH2:15][CH2:16][CH2:17][CH3:18])[CH2:8]2)[CH:2]=[CH:3][CH:4]=[CH:5][CH:6]=1. The catalyst class is: 4. Reactant: [C:1]1([CH:7]2[O:12][CH2:11][CH2:10][NH:9][CH2:8]2)[CH:6]=[CH:5][CH:4]=[CH:3][CH:2]=1.[C:13](Cl)(=[O:19])[CH2:14][CH2:15][CH2:16][CH2:17][CH3:18].C(N(CC)CC)C. (3) Product: [CH3:22][S:19]([N:17]([CH3:18])[C:15]1[CH:14]=[C:6]([C:7]([N:9]([CH3:13])[CH2:10][CH2:11][CH3:12])=[O:8])[CH:5]=[C:4]([CH:16]=1)[C:3]([OH:23])=[O:2])(=[O:21])=[O:20]. Reactant: C[O:2][C:3](=[O:23])[C:4]1[CH:16]=[C:15]([N:17]([S:19]([CH3:22])(=[O:21])=[O:20])[CH3:18])[CH:14]=[C:6]([C:7]([N:9]([CH3:13])[CH2:10][CH2:11][CH3:12])=[O:8])[CH:5]=1.[OH-].[Na+].Cl. The catalyst class is: 56. (4) Reactant: C(N(C(C)C)CC)(C)C.[CH3:10][O:11][CH2:12]Cl.[OH:14][C:15]1[CH:16]=[C:17]([CH:22]=[CH:23][CH:24]=1)[C:18]([O:20][CH3:21])=[O:19]. Product: [CH3:10][O:11][CH2:12][O:14][C:15]1[CH:16]=[C:17]([CH:22]=[CH:23][CH:24]=1)[C:18]([O:20][CH3:21])=[O:19]. The catalyst class is: 4. (5) Reactant: [Cl:1][C:2]1[CH:25]=[CH:24][CH:23]=[C:22]([Cl:26])[C:3]=1[C:4]([NH:6][C@H:7]([C:18]([O:20][CH3:21])=[O:19])[CH2:8][C:9]1[CH:17]=[CH:16][C:12]([C:13](O)=[O:14])=[CH:11][CH:10]=1)=[O:5].S(C)C.CO. Product: [Cl:1][C:2]1[CH:25]=[CH:24][CH:23]=[C:22]([Cl:26])[C:3]=1[C:4]([NH:6][C@H:7]([C:18]([O:20][CH3:21])=[O:19])[CH2:8][C:9]1[CH:10]=[CH:11][C:12]([CH2:13][OH:14])=[CH:16][CH:17]=1)=[O:5]. The catalyst class is: 1.